Dataset: Full USPTO retrosynthesis dataset with 1.9M reactions from patents (1976-2016). Task: Predict the reactants needed to synthesize the given product. (1) Given the product [F:5][C:6]1[CH:11]=[C:10]([N+:12]([O-:14])=[O:13])[CH:9]=[CH:8][C:7]=1[CH2:15][CH2:16][CH2:17][C:18]([N:22]([CH3:23])[CH3:21])=[O:20], predict the reactants needed to synthesize it. The reactants are: S(Cl)(Cl)=O.[F:5][C:6]1[CH:11]=[C:10]([N+:12]([O-:14])=[O:13])[CH:9]=[CH:8][C:7]=1[CH2:15][CH2:16][CH2:17][C:18]([OH:20])=O.[CH3:21][N:22](C=O)[CH3:23]. (2) Given the product [F:28][C:2]([F:1])([F:29])[C:3]1[CH:4]=[C:5]([CH:21]=[C:22]([C:24]([F:25])([F:27])[F:26])[CH:23]=1)[C:6]([N:8]1[C@H:12]([CH2:13][C:14]2[CH:15]=[CH:16][CH:17]=[CH:18][CH:19]=2)[CH2:11][C@H:10]([N:44]2[CH2:45][CH2:46][N:41]([CH2:40][C:39]([NH:38][C:32]3[C:33]([CH3:37])=[CH:34][CH:35]=[CH:36][C:31]=3[CH3:30])=[O:47])[CH2:42][CH2:43]2)[CH2:9]1)=[O:7], predict the reactants needed to synthesize it. The reactants are: [F:1][C:2]([F:29])([F:28])[C:3]1[CH:4]=[C:5]([CH:21]=[C:22]([C:24]([F:27])([F:26])[F:25])[CH:23]=1)[C:6]([N:8]1[CH:12]([CH2:13][C:14]2[CH:19]=[CH:18][CH:17]=[CH:16][CH:15]=2)[CH2:11][C:10](=O)[CH2:9]1)=[O:7].[CH3:30][C:31]1[CH:36]=[CH:35][CH:34]=[C:33]([CH3:37])[C:32]=1[NH:38][C:39](=[O:47])[CH2:40][N:41]1[CH2:46][CH2:45][NH:44][CH2:43][CH2:42]1. (3) Given the product [CH2:1]([C:8]([CH3:24])([C:9]([O:11][CH2:12][CH3:13])=[O:10])[C:14]([O:16][CH2:17][CH3:18])=[O:15])[C:2]1[CH:7]=[CH:6][CH:5]=[CH:4][CH:3]=1, predict the reactants needed to synthesize it. The reactants are: [CH2:1]([CH:8]([C:14]([O:16][CH2:17][CH3:18])=[O:15])[C:9]([O:11][CH2:12][CH3:13])=[O:10])[C:2]1[CH:7]=[CH:6][CH:5]=[CH:4][CH:3]=1.N#N.[H-].[Na+].I[CH3:24]. (4) Given the product [C:1]1([C:7]2[O:11][N:10]=[C:9]([C@H:12]3[CH2:16][CH2:15][CH2:14][NH:13]3)[CH:8]=2)[CH:2]=[CH:3][CH:4]=[CH:5][CH:6]=1, predict the reactants needed to synthesize it. The reactants are: [C:1]1([C:7]2[O:11][N:10]=[C:9]([C@H:12]3[CH2:16][CH2:15][CH2:14][N:13]3C(OC(C)(C)C)=O)[CH:8]=2)[CH:6]=[CH:5][CH:4]=[CH:3][CH:2]=1.C(O)(C(F)(F)F)=O.